Dataset: Catalyst prediction with 721,799 reactions and 888 catalyst types from USPTO. Task: Predict which catalyst facilitates the given reaction. (1) Reactant: [O:1]1[C:5]2([CH2:10][CH2:9][C:8](=O)[CH2:7][CH2:6]2)[O:4][CH2:3][CH2:2]1.C(N(S(F)(F)[F:18])CC)C. Product: [F:18][C:8]1[CH2:9][CH2:10][C:5]2([O:4][CH2:3][CH2:2][O:1]2)[CH2:6][CH:7]=1. The catalyst class is: 17. (2) Reactant: C1(P(C2C=CC=CC=2)C2C=CC=CC=2)C=CC=CC=1.[C:20]([O:24][C:25](=[O:57])[CH2:26][O:27][C:28]1[CH:33]=[CH:32][C:31]([C@@H:34]2[C@@H:37]([S:38]SC3C([N+]([O-])=O)=CC=CN=3)[C:36](=[O:49])[N:35]2[C:50]2[CH:55]=[CH:54][C:53]([F:56])=[CH:52][CH:51]=2)=[CH:30][CH:29]=1)([CH3:23])([CH3:22])[CH3:21].CCN(CC)CC.Br[CH2:66][C:67]([C:69]1[CH:77]=[CH:76][C:72]2[CH2:73][CH2:74][O:75][C:71]=2[CH:70]=1)=[O:68]. Product: [C:20]([O:24][C:25](=[O:57])[CH2:26][O:27][C:28]1[CH:33]=[CH:32][C:31]([C@@H:34]2[C@@H:37]([S:38][CH2:66][C:67]([C:69]3[CH:77]=[CH:76][C:72]4[CH2:73][CH2:74][O:75][C:71]=4[CH:70]=3)=[O:68])[C:36](=[O:49])[N:35]2[C:50]2[CH:55]=[CH:54][C:53]([F:56])=[CH:52][CH:51]=2)=[CH:30][CH:29]=1)([CH3:21])([CH3:22])[CH3:23]. The catalyst class is: 95. (3) Reactant: [C:1](=[O:4])([O-])[O-].[K+].[K+].[OH:7][C:8]1[C:15]([CH3:16])=[CH:14][CH:13]=[CH:12][C:9]=1[C:10]#[N:11].Br[CH:18](OCC)[C:19]([C:21]1[CH:26]=[CH:25][CH:24]=[CH:23][CH:22]=1)=[O:20].[CH3:30]N(C=O)C. Product: [NH2:11][C:10]1[C:9]2[CH:12]=[CH:13][CH:14]=[C:15]([CH3:16])[C:8]=2[O:7][C:18]=1[C:19](=[O:20])[C:21]1[CH:22]=[CH:23][CH:24]=[CH:25][C:26]=1[O:4][CH2:1][CH3:30]. The catalyst class is: 13. (4) Reactant: [CH:1]1[C:11]2[CH:10]=[CH:9][C:8]3[CH:12]=[CH:13][CH:14]=[CH:15][C:7]=3[C:6](=[C:16]3[CH2:21][CH2:20][N:19]([C:22](=[O:39])[CH2:23][NH:24][C:25]([CH:27]4[CH2:31][CH2:30][CH2:29][N:28]4C(OC(C)(C)C)=O)=[O:26])[CH2:18][CH2:17]3)[C:5]=2[CH:4]=[CH:3][CH:2]=1.[ClH:40].O1CCOCC1. Product: [ClH:40].[CH:1]1[C:11]2[CH:10]=[CH:9][C:8]3[CH:12]=[CH:13][CH:14]=[CH:15][C:7]=3[C:6](=[C:16]3[CH2:21][CH2:20][N:19]([C:22](=[O:39])[CH2:23][NH:24][C:25]([C@H:27]4[CH2:31][CH2:30][CH2:29][NH:28]4)=[O:26])[CH2:18][CH2:17]3)[C:5]=2[CH:4]=[CH:3][CH:2]=1. The catalyst class is: 12. (5) Reactant: [CH2:1]([N:8]1[CH2:13][CH2:12][CH:11]([C:14]([NH2:16])=O)[CH2:10][CH2:9]1)[C:2]1[CH:7]=[CH:6][CH:5]=[CH:4][CH:3]=1.P(Cl)(Cl)(Cl)=O. Product: [CH2:1]([N:8]1[CH2:13][CH2:12][CH:11]([C:14]#[N:16])[CH2:10][CH2:9]1)[C:2]1[CH:7]=[CH:6][CH:5]=[CH:4][CH:3]=1. The catalyst class is: 9. (6) Reactant: [Cl:1][C:2]1[CH:3]=[C:4]([CH:14]=[CH:15][C:16]=1[CH2:17][CH2:18][NH:19][C@@H:20]([CH3:30])[C@H:21]([OH:29])[C:22]1[CH:27]=[CH:26][C:25]([OH:28])=[CH:24][CH:23]=1)[O:5][C:6]([CH3:13])([CH3:12])[C:7]([O:9]CC)=[O:8].[OH-].[Na+].Cl. Product: [Cl:1][C:2]1[CH:3]=[C:4]([CH:14]=[CH:15][C:16]=1[CH2:17][CH2:18][NH:19][C@@H:20]([CH3:30])[C@H:21]([OH:29])[C:22]1[CH:23]=[CH:24][C:25]([OH:28])=[CH:26][CH:27]=1)[O:5][C:6]([CH3:12])([CH3:13])[C:7]([OH:9])=[O:8]. The catalyst class is: 8.